This data is from Full USPTO retrosynthesis dataset with 1.9M reactions from patents (1976-2016). The task is: Predict the reactants needed to synthesize the given product. (1) The reactants are: Br[C:2]1[CH:11]=[CH:10][C:5]([C:6]([O:8][CH3:9])=[O:7])=[CH:4][CH:3]=1.C(B(CC)[C:15]1[CH:16]=[N:17][CH:18]=[CH:19][CH:20]=1)C.[OH-].[K+].[Cl-].[NH4+]. Given the product [N:17]1[CH:18]=[CH:19][CH:20]=[C:15]([C:2]2[CH:11]=[CH:10][C:5]([C:6]([O:8][CH3:9])=[O:7])=[CH:4][CH:3]=2)[CH:16]=1, predict the reactants needed to synthesize it. (2) The reactants are: [NH2:1][C:2]1[C:11]([Br:12])=[C:10]2[C:5]([C:6](=[O:23])[C:7]([C:16]3[CH:21]=[CH:20][C:19]([Cl:22])=[CH:18][CH:17]=3)=[C:8]([CH:13]([CH3:15])[CH3:14])[O:9]2)=[CH:4][CH:3]=1.[C:24](Cl)(Cl)=[O:25].C(N(CC)CC)C.[CH2:35]([OH:42])[C:36]1[CH:41]=[CH:40][CH:39]=[CH:38][CH:37]=1. Given the product [CH2:35]([O:42][C:24](=[O:25])[NH:1][C:2]1[C:11]([Br:12])=[C:10]2[C:5]([C:6](=[O:23])[C:7]([C:16]3[CH:17]=[CH:18][C:19]([Cl:22])=[CH:20][CH:21]=3)=[C:8]([CH:13]([CH3:14])[CH3:15])[O:9]2)=[CH:4][CH:3]=1)[C:36]1[CH:41]=[CH:40][CH:39]=[CH:38][CH:37]=1, predict the reactants needed to synthesize it. (3) Given the product [F:33][C:26]1[C:27]([CH2:31][OH:32])=[CH:28][CH:29]=[CH:30][C:25]=1[N:23]1[CH2:22][CH:21]([CH2:20][O:19][C:16]2[CH:15]=[CH:14][C:13](=[O:12])[N:18]([CH3:1])[CH:17]=2)[CH2:24]1, predict the reactants needed to synthesize it. The reactants are: [C:1](O)(C(F)(F)F)=O.C([O:12][C:13]1[N:18]=[CH:17][C:16]([O:19][CH2:20][CH:21]2[CH2:24][N:23]([C:25]3[C:26]([F:33])=[C:27]([CH2:31][OH:32])[CH:28]=[CH:29][CH:30]=3)[CH2:22]2)=[CH:15][CH:14]=1)(C)(C)C.C(=O)([O-])[O-].[K+].[K+].CI. (4) Given the product [CH2:15]([N:17]([CH2:21][CH3:22])[CH2:18][CH2:19][NH:20][C:5](=[O:7])[C:4]1[CH:8]=[CH:9][C:10]([NH2:12])=[CH:11][C:3]=1[O:2][CH3:1])[CH3:16], predict the reactants needed to synthesize it. The reactants are: [CH3:1][O:2][C:3]1[CH:11]=[C:10]([N+:12]([O-])=O)[CH:9]=[CH:8][C:4]=1[C:5]([OH:7])=O.[CH2:15]([N:17]([CH2:21][CH3:22])[CH2:18][CH2:19][NH2:20])[CH3:16].CN(C(ON1N=NC2C=CC=CC1=2)=[N+](C)C)C.[B-](F)(F)(F)F.CCN(C(C)C)C(C)C.C(=O)([O-])[O-].[Na+].[Na+]. (5) Given the product [CH2:21]([O:22][CH:23]1[CH2:28][CH2:27][CH2:26][CH2:25][O:24]1)[CH2:20][CH2:19][CH2:18][C:16]#[C:15][CH2:14][CH2:13][CH2:12][CH2:11][CH2:10][CH2:9][CH2:8][C:7]#[CH:6], predict the reactants needed to synthesize it. The reactants are: [Li]CCCC.[CH:6]#[C:7][CH2:8][CH2:9][CH2:10][CH2:11][CH2:12][CH2:13][CH2:14][C:15]#[CH:16].Br[CH2:18][CH2:19][CH2:20][CH2:21][O:22][CH:23]1[CH2:28][CH2:27][CH2:26][CH2:25][O:24]1. (6) Given the product [CH3:31][C:27]1[N:28]=[C:29]([CH3:30])[N:10]2[C:11]=1[C:12]([NH:14][C:15]1[CH:20]=[C:19]([O:21][CH3:22])[C:18]([O:23][CH3:24])=[C:17]([O:25][CH3:26])[CH:16]=1)=[N:13][C:8]([C:5]1[CH:4]=[CH:3][C:2]([NH:1][C:33](=[O:34])[CH2:32][OH:35])=[CH:7][CH:6]=1)=[N:9]2, predict the reactants needed to synthesize it. The reactants are: [NH2:1][C:2]1[CH:7]=[CH:6][C:5]([C:8]2[N:13]=[C:12]([NH:14][C:15]3[CH:20]=[C:19]([O:21][CH3:22])[C:18]([O:23][CH3:24])=[C:17]([O:25][CH3:26])[CH:16]=3)[C:11]3=[C:27]([CH3:31])[N:28]=[C:29]([CH3:30])[N:10]3[N:9]=2)=[CH:4][CH:3]=1.[C:32](O)(=[O:35])[CH2:33][OH:34].CN(C(ON1N=NC2C=CC=NC1=2)=[N+](C)C)C.F[P-](F)(F)(F)(F)F.C(Cl)CCl. (7) Given the product [Cl:15][C:16]1[CH:21]=[C:20]([O:8][C:5]2[CH:6]=[CH:7][C:2]([NH2:1])=[CH:3][CH:4]=2)[CH:19]=[CH:18][N:17]=1, predict the reactants needed to synthesize it. The reactants are: [NH2:1][C:2]1[CH:7]=[CH:6][C:5]([OH:8])=[CH:4][CH:3]=1.CC(C)([O-])C.[K+].[Cl:15][C:16]1[CH:21]=[C:20](Cl)[CH:19]=[CH:18][N:17]=1. (8) Given the product [Cl:7][C:8]1[C:9]([OH:21])=[C:10]([CH2:15][CH2:16][C:17]([O:19][CH3:20])=[O:18])[CH:11]=[C:12]2[C:13]=1[O:14][C:4](=[O:5])[CH:3]=[C:2]2[CH3:1], predict the reactants needed to synthesize it. The reactants are: [CH2:1]=[C:2]1O[C:4](=[O:5])[CH2:3]1.[Cl:7][C:8]1[C:9]([OH:21])=[C:10]([CH2:15][CH2:16][C:17]([O:19][CH3:20])=[O:18])[CH:11]=[CH:12][C:13]=1[OH:14].CO. (9) The reactants are: [Cl:1][C:2]1[CH:3]=[C:4]([NH:9][C:10]2[N:14]=[C:13]([NH2:15])[NH:12][N:11]=2)[CH:5]=[C:6]([Cl:8])[CH:7]=1.[CH3:16][C:17]1[O:21][C:20]([CH:22]=O)=[CH:19][CH:18]=1.[BH4-].[Na+].C(Cl)Cl. Given the product [Cl:1][C:2]1[CH:3]=[C:4]([NH:9][C:10]2[N:14]=[C:13]([NH:15][CH2:22][C:20]3[O:21][C:17]([CH3:16])=[CH:18][CH:19]=3)[NH:12][N:11]=2)[CH:5]=[C:6]([Cl:8])[CH:7]=1, predict the reactants needed to synthesize it.